The task is: Predict the reactants needed to synthesize the given product.. This data is from Full USPTO retrosynthesis dataset with 1.9M reactions from patents (1976-2016). (1) The reactants are: Cl[C:2]1[C:7]([C:8]#[N:9])=[C:6]([C:10]2[CH:15]=[CH:14][C:13]([O:16][CH2:17][CH2:18][OH:19])=[CH:12][CH:11]=2)[C:5]([C:20]#[N:21])=[C:4]([S:22][CH2:23][C:24]2[N:25]=[C:26]([C:29]3[CH:34]=[CH:33][C:32]([Cl:35])=[CH:31][CH:30]=3)[S:27][CH:28]=2)[N:3]=1.Cl.[F:37][C:38]1([F:44])[CH2:43][CH2:42][CH2:41][NH:40][CH2:39]1.C(N(CC)CC)C. Given the product [Cl:35][C:32]1[CH:33]=[CH:34][C:29]([C:26]2[S:27][CH:28]=[C:24]([CH2:23][S:22][C:4]3[C:5]([C:20]#[N:21])=[C:6]([C:10]4[CH:11]=[CH:12][C:13]([O:16][CH2:17][CH2:18][OH:19])=[CH:14][CH:15]=4)[C:7]([C:8]#[N:9])=[C:2]([N:40]4[CH2:41][CH2:42][CH2:43][C:38]([F:44])([F:37])[CH2:39]4)[N:3]=3)[N:25]=2)=[CH:30][CH:31]=1, predict the reactants needed to synthesize it. (2) Given the product [CH3:30][NH:31][CH2:25][C:23]1[CH:22]=[N:21][CH:20]=[C:19]([C:17]2[C:16]3[CH2:15][CH2:14][CH2:13][CH2:12][C:11]=3[N:10]=[C:9]([O:8][CH2:7][C:2]3[CH:3]=[CH:4][CH:5]=[CH:6][N:1]=3)[CH:18]=2)[N:24]=1, predict the reactants needed to synthesize it. The reactants are: [N:1]1[CH:6]=[CH:5][CH:4]=[CH:3][C:2]=1[CH2:7][O:8][C:9]1[CH:18]=[C:17]([C:19]2[N:24]=[C:23]([CH:25]=O)[CH:22]=[N:21][CH:20]=2)[C:16]2[CH2:15][CH2:14][CH2:13][CH2:12][C:11]=2[N:10]=1.C(Cl)Cl.[CH3:30][NH2:31].C1COCC1.C(O[BH-](OC(=O)C)OC(=O)C)(=O)C.[Na+]. (3) Given the product [NH2:31][CH2:30][C:29]([NH:28][C:26]1[O:27][C:23]([C:6]2[C:5]([NH2:4])=[N:10][CH:9]=[C:8]([C:11]3[CH:12]=[CH:13][C:14]([S:17]([CH:20]([CH3:22])[CH3:21])(=[O:18])=[O:19])=[CH:15][CH:16]=3)[N:7]=2)=[N:24][N:25]=1)=[O:42], predict the reactants needed to synthesize it. The reactants are: O.NN.[NH2:4][C:5]1[C:6]([C:23]2[O:27][C:26]([NH:28][C:29](=[O:42])[CH2:30][N:31]3C(=O)C4C(=CC=CC=4)C3=O)=[N:25][N:24]=2)=[N:7][C:8]([C:11]2[CH:16]=[CH:15][C:14]([S:17]([CH:20]([CH3:22])[CH3:21])(=[O:19])=[O:18])=[CH:13][CH:12]=2)=[CH:9][N:10]=1.C(Cl)Cl.